Dataset: Catalyst prediction with 721,799 reactions and 888 catalyst types from USPTO. Task: Predict which catalyst facilitates the given reaction. (1) Reactant: [Br:1][C:2]1[CH:7]=[CH:6][C:5]([N:8]2[C:12](=[O:13])[NH:11][N:10]=[CH:9]2)=[C:4]([F:14])[CH:3]=1.[OH-].[K+].Br[CH2:18][CH:19]([CH3:21])[CH3:20]. Product: [Br:1][C:2]1[CH:7]=[CH:6][C:5]([N:8]2[C:12](=[O:13])[N:11]([CH2:18][CH:19]([CH3:21])[CH3:20])[N:10]=[CH:9]2)=[C:4]([F:14])[CH:3]=1. The catalyst class is: 9. (2) Reactant: [O:1]=[C:2]1[C:7]2[CH:8]=[CH:9][CH:10]=[CH:11][C:6]=2[S:5][C:4]([C:12]2[N:17]=[C:16]([CH2:18][CH2:19][C:20]([OH:22])=O)[CH:15]=[CH:14][CH:13]=2)=[N:3]1.[C:23]([O:27][C:28](=[O:32])[CH2:29][NH:30][CH3:31])([CH3:26])([CH3:25])[CH3:24].CCN=C=NCCCN(C)C.C1C=CC2N(O)N=NC=2C=1. Product: [CH3:31][N:30]([CH2:29][C:28]([O:27][C:23]([CH3:26])([CH3:25])[CH3:24])=[O:32])[C:20](=[O:22])[CH2:19][CH2:18][C:16]1[CH:15]=[CH:14][CH:13]=[C:12]([C:4]2[S:5][C:6]3[CH:11]=[CH:10][CH:9]=[CH:8][C:7]=3[C:2](=[O:1])[N:3]=2)[N:17]=1. The catalyst class is: 9.